This data is from NCI-60 drug combinations with 297,098 pairs across 59 cell lines. The task is: Regression. Given two drug SMILES strings and cell line genomic features, predict the synergy score measuring deviation from expected non-interaction effect. (1) Drug 1: CC=C1C(=O)NC(C(=O)OC2CC(=O)NC(C(=O)NC(CSSCCC=C2)C(=O)N1)C(C)C)C(C)C. Drug 2: CC1=C(C(=O)C2=C(C1=O)N3CC4C(C3(C2COC(=O)N)OC)N4)N. Cell line: RXF 393. Synergy scores: CSS=36.2, Synergy_ZIP=0.593, Synergy_Bliss=0.906, Synergy_Loewe=-24.7, Synergy_HSA=0.778. (2) Drug 1: CC(C1=C(C=CC(=C1Cl)F)Cl)OC2=C(N=CC(=C2)C3=CN(N=C3)C4CCNCC4)N. Drug 2: CC1C(C(CC(O1)OC2CC(CC3=C2C(=C4C(=C3O)C(=O)C5=C(C4=O)C(=CC=C5)OC)O)(C(=O)C)O)N)O.Cl. Cell line: NCI/ADR-RES. Synergy scores: CSS=-1.06, Synergy_ZIP=1.01, Synergy_Bliss=0.738, Synergy_Loewe=-1.68, Synergy_HSA=-1.46. (3) Drug 1: CCC1(CC2CC(C3=C(CCN(C2)C1)C4=CC=CC=C4N3)(C5=C(C=C6C(=C5)C78CCN9C7C(C=CC9)(C(C(C8N6C)(C(=O)OC)O)OC(=O)C)CC)OC)C(=O)OC)O.OS(=O)(=O)O. Drug 2: B(C(CC(C)C)NC(=O)C(CC1=CC=CC=C1)NC(=O)C2=NC=CN=C2)(O)O. Cell line: HS 578T. Synergy scores: CSS=18.5, Synergy_ZIP=-7.15, Synergy_Bliss=-10.9, Synergy_Loewe=-17.2, Synergy_HSA=-11.0.